Dataset: Reaction yield outcomes from USPTO patents with 853,638 reactions. Task: Predict the reaction yield, written as a fraction of the theoretical maximum amount of product (1.0 means a 100% yield; for example, 0.34 means a 34% yield). (1) The catalyst is O1CCOCC1.C1C=CC(/C=C/C(/C=C/C2C=CC=CC=2)=O)=CC=1.C1C=CC(/C=C/C(/C=C/C2C=CC=CC=2)=O)=CC=1.C1C=CC(/C=C/C(/C=C/C2C=CC=CC=2)=O)=CC=1.[Pd].[Pd]. The reactants are [NH2:1][C:2]1[N:7]=[CH:6][C:5]([N:8]2[CH2:11][C:10]([CH3:13])([OH:12])[CH2:9]2)=[CH:4][CH:3]=1.CC1(C)C2C(=C(P(C3C=CC=CC=3)C3C=CC=CC=3)C=CC=2)OC2C(P(C3C=CC=CC=3)C3C=CC=CC=3)=CC=CC1=2.Br[C:57]1[C:58](=[O:65])[N:59]([CH3:64])[CH:60]=[C:61]([Br:63])[CH:62]=1.C([O-])([O-])=O.[Cs+].[Cs+]. The yield is 0.540. The product is [Br:63][C:61]1[CH:62]=[C:57]([NH:1][C:2]2[CH:3]=[CH:4][C:5]([N:8]3[CH2:11][C:10]([OH:12])([CH3:13])[CH2:9]3)=[CH:6][N:7]=2)[C:58](=[O:65])[N:59]([CH3:64])[CH:60]=1. (2) The reactants are CN(C(ON1N=NC2C=CC=NC1=2)=[N+](C)C)C.F[P-](F)(F)(F)(F)F.[CH:25]1([C:31]2[C:32]3[CH:33]=[CH:34][C:35]([C:65](=[O:73])[NH:66][S:67]([CH:70]([CH3:72])[CH3:71])(=[O:69])=[O:68])=[CH:36][C:37]=3[N:38]3[CH2:44][C:43]([C:45]4[N:49]([CH:50]5[CH2:52][CH2:51]5)[N:48]=[C:47]([CH:53]([CH3:55])[CH3:54])[C:46]=4[C:56](O)=[O:57])=[CH:42][C:41]4[CH:59]=[C:60]([O:63][CH3:64])[CH:61]=[CH:62][C:40]=4[C:39]=23)[CH2:30][CH2:29][CH2:28][CH2:27][CH2:26]1.Cl.[CH:75]12[NH:82][CH:79]([CH2:80][CH2:81]1)[CH2:78][O:77][CH2:76]2.CCN(C(C)C)C(C)C. The catalyst is CN(C=O)C. The product is [CH:25]1([C:31]2[C:32]3[CH:33]=[CH:34][C:35]([C:65]([NH:66][S:67]([CH:70]([CH3:71])[CH3:72])(=[O:68])=[O:69])=[O:73])=[CH:36][C:37]=3[N:38]3[CH2:44][C:43]([C:45]4[N:49]([CH:50]5[CH2:51][CH2:52]5)[N:48]=[C:47]([CH:53]([CH3:54])[CH3:55])[C:46]=4[C:56]([N:82]4[CH:75]5[CH2:81][CH2:80][CH:79]4[CH2:78][O:77][CH2:76]5)=[O:57])=[CH:42][C:41]4[CH:59]=[C:60]([O:63][CH3:64])[CH:61]=[CH:62][C:40]=4[C:39]=23)[CH2:30][CH2:29][CH2:28][CH2:27][CH2:26]1. The yield is 0.340. (3) The reactants are Br[C:2]1[CH:15]=[CH:14][C:13]2[N:12]([C:16]3[CH:21]=[CH:20][C:19]([C:22]4[CH:27]=[CH:26][CH:25]=[CH:24][CH:23]=4)=[CH:18][CH:17]=3)[C:11]3[C:6](=[CH:7][C:8]([C:28]4[CH:33]=[CH:32][CH:31]=[CH:30][CH:29]=4)=[CH:9][CH:10]=3)[C:5]([CH3:35])([CH3:34])[C:4]=2[CH:3]=1.[CH2:36](O)[CH3:37].C(=O)([O-])[O-].[K+].[K+]. The catalyst is C1C=CC([P]([Pd]([P](C2C=CC=CC=2)(C2C=CC=CC=2)C2C=CC=CC=2)([P](C2C=CC=CC=2)(C2C=CC=CC=2)C2C=CC=CC=2)[P](C2C=CC=CC=2)(C2C=CC=CC=2)C2C=CC=CC=2)(C2C=CC=CC=2)C2C=CC=CC=2)=CC=1.C1(C)C=CC=CC=1.CO. The product is [C:8]1([C:37]2[CH:36]=[CH:33][CH:28]=[CH:29][CH:30]=2)[CH:9]=[CH:10][C:11]([N:12]([C:16]2[CH:17]=[CH:18][C:19]([C:22]3[CH:27]=[CH:26][CH:25]=[CH:24][CH:23]=3)=[CH:20][CH:21]=2)[C:25]2[CH:24]=[CH:23][C:22]([C:19]3[CH:20]=[CH:21][C:16]4[N:12]([C:11]5[CH:10]=[CH:9][C:8]([C:28]6[CH:29]=[CH:30][CH:31]=[CH:32][CH:33]=6)=[CH:7][CH:6]=5)[C:13]5[C:4](=[CH:3][C:2]([C:15]6[CH:2]=[CH:3][CH:4]=[CH:13][CH:14]=6)=[CH:15][CH:14]=5)[C:5]([CH3:34])([CH3:35])[C:17]=4[CH:18]=3)=[CH:27][CH:26]=2)=[CH:6][CH:7]=1. The yield is 0.750. (4) The reactants are FC(F)(F)S(O[C:7]1[CH:12]=[CH:11][C:10]([N:13]2[C:18]3=[N:19][C:20]4[C:25]([Cl:26])=[CH:24][CH:23]=[C:22]([CH:27]([O:32][CH:33]([F:35])[F:34])[C:28]([F:31])([F:30])[F:29])[C:21]=4[N:17]3[CH2:16][CH2:15][CH2:14]2)=[C:9]([CH3:36])[N:8]=1)(=O)=O.[NH:39]1[CH2:43][CH2:42][CH2:41][CH2:40]1. The catalyst is CN(C)C=O.O. The product is [Cl:26][C:25]1[C:20]2[N:19]=[C:18]3[N:13]([C:10]4[C:9]([CH3:36])=[N:8][C:7]([N:39]5[CH2:43][CH2:42][CH2:41][CH2:40]5)=[CH:12][CH:11]=4)[CH2:14][CH2:15][CH2:16][N:17]3[C:21]=2[C:22]([CH:27]([O:32][CH:33]([F:35])[F:34])[C:28]([F:31])([F:30])[F:29])=[CH:23][CH:24]=1. The yield is 0.880. (5) The reactants are C1(C(C2C=CC=CC=2)[N:8]2[CH2:11][CH:10]([N:12]3[CH2:17][CH2:16][N:15]([C:18](=[O:22])[CH:19]([CH3:21])[CH3:20])[CH2:14][CH2:13]3)[CH2:9]2)C=CC=CC=1.[Cl:29]C(OC(Cl)C)=O.CO. The catalyst is C(Cl)Cl. The product is [ClH:29].[NH:8]1[CH2:9][CH:10]([N:12]2[CH2:17][CH2:16][N:15]([C:18](=[O:22])[CH:19]([CH3:20])[CH3:21])[CH2:14][CH2:13]2)[CH2:11]1. The yield is 1.00. (6) The reactants are [OH:1][C:2]1[CH:3]=[C:4]2[C:8](=[CH:9][CH:10]=1)[C:7](=[O:11])[N:6]([C:12]1[CH:13]=[C:14]([CH:19]=[CH:20][CH:21]=1)[C:15]([O:17][CH3:18])=[O:16])[CH2:5]2.[Cl:22][C:23]1[CH:28]=[CH:27][CH:26]=[C:25]([Cl:29])[C:24]=1[C:30]1[C:34]([CH2:35]O)=[C:33]([CH:37]([CH3:39])[CH3:38])[O:32][N:31]=1.C1(P(C2C=CC=CC=2)C2C=CC=CC=2)C=CC=CC=1.N(C(OC(C)C)=O)=NC(OC(C)C)=O. The catalyst is ClCCl. The product is [Cl:29][C:25]1[CH:26]=[CH:27][CH:28]=[C:23]([Cl:22])[C:24]=1[C:30]1[C:34]([CH2:35][O:1][C:2]2[CH:3]=[C:4]3[C:8](=[CH:9][CH:10]=2)[C:7](=[O:11])[N:6]([C:12]2[CH:13]=[C:14]([CH:19]=[CH:20][CH:21]=2)[C:15]([O:17][CH3:18])=[O:16])[CH2:5]3)=[C:33]([CH:37]([CH3:39])[CH3:38])[O:32][N:31]=1. The yield is 0.370. (7) The reactants are C(=O)([O-])[O-].[K+].[K+].[CH2:7](Cl)[C:8]1[CH:13]=[CH:12][CH:11]=[CH:10][CH:9]=1.[I-].[K+].Cl.[NH2:18][CH:19]([C:36]([CH3:39])([CH3:38])[CH3:37])[C:20]([N:22]1[CH2:31][CH2:30][C:29]2[C:24](=[CH:25][C:26]([O:34][CH3:35])=[C:27]([O:32][CH3:33])[CH:28]=2)[CH2:23]1)=[O:21]. The catalyst is C(OCC)(=O)C.CCCCCC.CN(C=O)C. The product is [CH2:7]([NH:18][CH:19]([C:36]([CH3:39])([CH3:38])[CH3:37])[C:20]([N:22]1[CH2:31][CH2:30][C:29]2[C:24](=[CH:25][C:26]([O:34][CH3:35])=[C:27]([O:32][CH3:33])[CH:28]=2)[CH2:23]1)=[O:21])[C:8]1[CH:13]=[CH:12][CH:11]=[CH:10][CH:9]=1. The yield is 0.596. (8) The catalyst is CCCCCCC.C(OCC)(=O)C. The yield is 0.680. The product is [C:27]1([N:19]2[C:20]([C:21]3[CH:22]=[CH:23][CH:24]=[CH:25][CH:26]=3)=[C:16]([N:15]3[C:11]([P:3]4[C:2]([CH3:39])([CH3:1])[CH2:7][CH2:6][CH2:5][C:4]4([CH3:10])[CH3:9])=[CH:12][CH:13]=[N:14]3)[C:17]([C:33]3[CH:34]=[CH:35][CH:36]=[CH:37][CH:38]=3)=[N:18]2)[CH:28]=[CH:29][CH:30]=[CH:31][CH:32]=1. The reactants are [CH3:1][C:2]1([CH3:39])[CH2:7][C:6](=O)[CH2:5][C:4]([CH3:10])([CH3:9])[P:3]1[C:11]1[N:15]([C:16]2[C:17]([C:33]3[CH:38]=[CH:37][CH:36]=[CH:35][CH:34]=3)=[N:18][N:19]([C:27]3[CH:32]=[CH:31][CH:30]=[CH:29][CH:28]=3)[C:20]=2[C:21]2[CH:26]=[CH:25][CH:24]=[CH:23][CH:22]=2)[N:14]=[CH:13][CH:12]=1.C(O)COCCO.O.NN.[OH-].[K+]. (9) The reactants are [CH3:1][C:2]1([CH3:9])[O:6][CH:5]([CH2:7][OH:8])[CH2:4][O:3]1.C(=O)([O-])[O-].[Cs+].[Cs+].[Br:16][C:17]1[CH:18]=[CH:19][C:20]2[N:24]=[C:23](C(Cl)(Cl)Cl)[N:22]([C:29]3[CH:34]=[CH:33][N:32]=[C:31]([NH2:35])[N:30]=3)[C:21]=2[CH:36]=1. The catalyst is CN(C)C=O. The product is [Br:16][C:17]1[CH:18]=[CH:19][C:20]2[N:24]=[C:23]([O:8][CH2:7][CH:5]3[CH2:4][O:3][C:2]([CH3:9])([CH3:1])[O:6]3)[N:22]([C:29]3[CH:34]=[CH:33][N:32]=[C:31]([NH2:35])[N:30]=3)[C:21]=2[CH:36]=1. The yield is 0.750.